From a dataset of NCI-60 drug combinations with 297,098 pairs across 59 cell lines. Regression. Given two drug SMILES strings and cell line genomic features, predict the synergy score measuring deviation from expected non-interaction effect. Cell line: DU-145. Drug 2: CC1=C(C(=O)C2=C(C1=O)N3CC4C(C3(C2COC(=O)N)OC)N4)N. Synergy scores: CSS=11.9, Synergy_ZIP=43.9, Synergy_Bliss=46.1, Synergy_Loewe=39.3, Synergy_HSA=38.0. Drug 1: CN(C(=O)NC(C=O)C(C(C(CO)O)O)O)N=O.